Task: Predict the reactants needed to synthesize the given product.. Dataset: Full USPTO retrosynthesis dataset with 1.9M reactions from patents (1976-2016) (1) Given the product [I:1][C:2]1[CH:9]=[CH:8][C:5]([CH2:6][C:10](=[O:12])[CH3:11])=[CH:4][CH:3]=1, predict the reactants needed to synthesize it. The reactants are: [I:1][C:2]1[CH:9]=[CH:8][C:5]([CH:6]=O)=[CH:4][CH:3]=1.[C:10]([O-])(=[O:12])[CH3:11].[NH4+]. (2) Given the product [NH:22]1[C:19]([CH2:18][C:15]2[CH:16]=[CH:17][C:12]3[C:11]4[NH:10][CH2:9][CH2:8][CH2:7][C:6]=4[C:5](=[O:21])[N:4]([CH2:3][O:2][CH3:1])[C:13]=3[CH:14]=2)=[N:20][N:24]=[N:23]1, predict the reactants needed to synthesize it. The reactants are: [CH3:1][O:2][CH2:3][N:4]1[C:13]2[CH:14]=[C:15]([CH2:18][C:19]#[N:20])[CH:16]=[CH:17][C:12]=2[C:11]2[NH:10][CH2:9][CH2:8][CH2:7][C:6]=2[C:5]1=[O:21].[N-:22]=[N+:23]=[N-:24].[Na+].[Cl-].[NH4+]. (3) Given the product [Cl:24][C:10]1[CH:11]=[C:12]2[C:17](=[CH:18][C:9]=1[O:8][C:7]1[CH:6]=[CH:5][C:4]([C:1](=[O:3])[NH:2][C:28]3[CH:37]=[N:36][C:35]4[C:30](=[CH:31][CH:32]=[C:33]([Cl:38])[CH:34]=4)[N:29]=3)=[CH:26][CH:25]=1)[O:16][CH2:15][CH2:14][CH:13]2[C:19]([O:21][CH2:22][CH3:23])=[O:20], predict the reactants needed to synthesize it. The reactants are: [C:1]([C:4]1[CH:26]=[CH:25][C:7]([O:8][C:9]2[CH:18]=[C:17]3[C:12]([CH:13]([C:19]([O:21][CH2:22][CH3:23])=[O:20])[CH2:14][CH2:15][O:16]3)=[CH:11][C:10]=2[Cl:24])=[CH:6][CH:5]=1)(=[O:3])[NH2:2].Cl[C:28]1[CH:37]=[N:36][C:35]2[C:30](=[CH:31][CH:32]=[C:33]([Cl:38])[CH:34]=2)[N:29]=1.CC(C1C=C(C(C)C)C(C2C=CC=CC=2P(C2CCCCC2)C2CCCCC2)=C(C(C)C)C=1)C.C(=O)([O-])[O-].[Cs+].[Cs+]. (4) Given the product [CH2:1]([O:3][C:4](=[O:14])[C:5]([CH3:13])([CH3:12])[CH2:6][CH2:7][CH2:8][CH2:9][CH2:10][C:24]([N+:25]#[C-:26])([S:21]([C:18]1[CH:17]=[CH:16][C:15]([CH3:27])=[CH:20][CH:19]=1)(=[O:22])=[O:23])[CH2:10][CH2:9][CH2:8][CH2:7][CH2:6][C:5]([CH3:12])([CH3:13])[C:4]([O:3][CH2:1][CH3:2])=[O:14])[CH3:2], predict the reactants needed to synthesize it. The reactants are: [CH2:1]([O:3][C:4](=[O:14])[C:5]([CH3:13])([CH3:12])[CH2:6][CH2:7][CH2:8][CH2:9][CH2:10]Br)[CH3:2].[C:15]1([CH3:27])[CH:20]=[CH:19][C:18]([S:21]([CH2:24][N+:25]#[C-:26])(=[O:23])=[O:22])=[CH:17][CH:16]=1.[H-].[Na+]. (5) Given the product [C:8]([C:6]1[N:7]=[C:2]([C:20]2[CH:21]=[CH:22][C:17]([C:12]([CH3:16])([CH3:11])[C:13]([OH:15])=[O:14])=[CH:18][CH:19]=2)[CH:3]=[N:4][CH:5]=1)#[N:9], predict the reactants needed to synthesize it. The reactants are: Cl[C:2]1[N:7]=[C:6]([C:8]#[N:9])[CH:5]=[N:4][CH:3]=1.O.[CH3:11][C:12]([C:17]1[CH:22]=[CH:21][C:20](B2OC(C)(C)C(C)(C)O2)=[CH:19][CH:18]=1)([CH3:16])[C:13]([OH:15])=[O:14].C([O-])([O-])=O.[K+].[K+].